The task is: Predict the reactants needed to synthesize the given product.. This data is from Full USPTO retrosynthesis dataset with 1.9M reactions from patents (1976-2016). The reactants are: [S:1]1[CH:5]=[CH:4][CH:3]=[C:2]1[C:6]1([C:10]2[N:14]3[CH2:15][CH2:16][CH2:17][CH2:18][CH2:19][CH2:20][C:13]3=[N:12][N:11]=2)[CH2:9][CH2:8][CH2:7]1.[Br:21]C1CC(=O)NC1=O. Given the product [Br:21][C:5]1[S:1][C:2]([C:6]2([C:10]3[N:14]4[CH2:15][CH2:16][CH2:17][CH2:18][CH2:19][CH2:20][C:13]4=[N:12][N:11]=3)[CH2:7][CH2:8][CH2:9]2)=[CH:3][CH:4]=1, predict the reactants needed to synthesize it.